Predict which catalyst facilitates the given reaction. From a dataset of Catalyst prediction with 721,799 reactions and 888 catalyst types from USPTO. (1) Reactant: [O:1]=[C:2]1[C:10]2[C:5](=[CH:6][CH:7]=[CH:8][CH:9]=2)[C:4](=[O:11])[N:3]1[C@H:12]1[CH2:17][C:16]2[CH:18]=[CH:19][CH:20]=[C:21]([C:22]([OH:24])=[O:23])[C:15]=2[O:14][B:13]1[OH:25].[OH-:26].[Na+].Cl. The catalyst class is: 24. Product: [C:4]([C:5]1[CH:6]=[CH:7][CH:8]=[CH:9][C:10]=1[C:2]([NH:3][C@H:12]1[CH2:17][C:16]2[CH:18]=[CH:19][CH:20]=[C:21]([C:22]([OH:24])=[O:23])[C:15]=2[O:14][B:13]1[OH:25])=[O:1])([OH:26])=[O:11]. (2) The catalyst class is: 45. Product: [NH2:17][CH2:16][CH2:15][C:12]1[CH:13]=[CH:14][C:9]([OH:8])=[CH:10][C:11]=1[O:18][CH2:19][O:24][CH3:22]. Reactant: C([O:8][C:9]1[CH:14]=[CH:13][C:12]([CH2:15][CH2:16][NH2:17])=[C:11]([O:18][CH3:19])[C:10]=1OC)C1C=CC=CC=1.[CH2:22]([OH:24])C. (3) The catalyst class is: 21. Product: [C:3]([C:6]1[CH:7]=[CH:8][C:9]([O:14][CH2:15][C:16]([CH2:18][I:1])=[CH2:17])=[C:10]([CH:13]=1)[CH:11]=[O:12])(=[O:5])[CH3:4]. Reactant: [I-:1].[Na+].[C:3]([C:6]1[CH:7]=[CH:8][C:9]([O:14][CH2:15][C:16]([CH2:18]Cl)=[CH2:17])=[C:10]([CH:13]=1)[CH:11]=[O:12])(=[O:5])[CH3:4].O. (4) Product: [CH3:17][N:18]([CH3:20])[N:19]=[C:2]1[CH2:7][CH2:6][CH2:5][CH2:4][CH:3]1[CH2:8][C:9]1[CH:16]=[CH:15][C:12]([C:13]#[N:14])=[CH:11][CH:10]=1. Reactant: O=[C:2]1[CH2:7][CH2:6][CH2:5][CH2:4][CH:3]1[CH2:8][C:9]1[CH:16]=[CH:15][C:12]([C:13]#[N:14])=[CH:11][CH:10]=1.[CH3:17][N:18]([CH3:20])[NH2:19]. The catalyst class is: 14. (5) Reactant: CCCC[N+](CCCC)(CCCC)CCCC.[F-].[CH3:19][O:20][C:21]([C:23]1[CH2:24][N:25]([C:43]([O:45][C:46]([CH3:49])([CH3:48])[CH3:47])=[O:44])[CH2:26][CH2:27][C:28]=1[C:29]1[CH:34]=[CH:33][C:32]([O:35][Si](C(C)(C)C)(C)C)=[CH:31][CH:30]=1)=[O:22].C(Cl)Cl. Product: [CH3:19][O:20][C:21]([C:23]1[CH2:24][N:25]([C:43]([O:45][C:46]([CH3:49])([CH3:48])[CH3:47])=[O:44])[CH2:26][CH2:27][C:28]=1[C:29]1[CH:34]=[CH:33][C:32]([OH:35])=[CH:31][CH:30]=1)=[O:22]. The catalyst class is: 1. (6) Reactant: [H-].[Al+3].[Li+].[H-].[H-].[H-].[CH3:7][C:8]1[C:15]2[O:14][N:13]=[C:12]([CH:16]3[CH2:21][CH2:20][N:19]([CH2:22][CH2:23][CH2:24][C:25]#[N:26])[CH2:18][CH2:17]3)[C:11]=2[S:10][CH:9]=1. Product: [CH3:7][C:8]1[C:15]2[O:14][N:13]=[C:12]([CH:16]3[CH2:21][CH2:20][N:19]([CH2:22][CH2:23][CH2:24][CH2:25][NH2:26])[CH2:18][CH2:17]3)[C:11]=2[S:10][CH:9]=1. The catalyst class is: 7. (7) Reactant: [CH3:1][CH:2]1[C:8]2[CH:9]=[CH:10][CH:11]=[CH:12][C:7]=2[CH2:6][NH:5][C:4]2[CH:13]=[CH:14][CH:15]=[CH:16][C:3]1=2.C1C(=O)N([Br:24])C(=O)C1. Product: [Br:24][C:15]1[CH:14]=[CH:13][C:4]2[NH:5][CH2:6][C:7]3[CH:12]=[CH:11][CH:10]=[CH:9][C:8]=3[CH:2]([CH3:1])[C:3]=2[CH:16]=1. The catalyst class is: 21. (8) Reactant: [CH:1]1([NH:11][C:12]([CH:14]2[CH2:18][N:17]([C:19]([CH:21]3[CH2:23][CH2:22]3)=[O:20])[CH:16]3[CH2:24][CH2:25][N:26]([C:27](=[O:36])[CH:28]([NH2:35])[CH:29]4[CH2:34][CH2:33][CH2:32][CH2:31][CH2:30]4)[CH:15]23)=[O:13])[C:10]2[C:5](=[CH:6][CH:7]=[CH:8][CH:9]=2)[CH2:4][CH2:3][CH2:2]1.[C:37]([N:47]([CH3:53])[C@H:48]([C:50](O)=[O:51])[CH3:49])([O:39][CH2:40][C:41]1[CH:46]=[CH:45][CH:44]=[CH:43][CH:42]=1)=[O:38].C(Cl)CCl.C1C=CC2N(O)N=NC=2C=1.CCN(C(C)C)C(C)C. Product: [CH2:40]([O:39][C:37](=[O:38])[N:47]([CH:48]([C:50](=[O:51])[NH:35][CH:28]([CH:29]1[CH2:34][CH2:33][CH2:32][CH2:31][CH2:30]1)[C:27]([N:26]1[CH2:25][CH2:24][CH:16]2[N:17]([C:19]([CH:21]3[CH2:22][CH2:23]3)=[O:20])[CH2:18][CH:14]([C:12](=[O:13])[NH:11][CH:1]3[C:10]4[C:5](=[CH:6][CH:7]=[CH:8][CH:9]=4)[CH2:4][CH2:3][CH2:2]3)[CH:15]12)=[O:36])[CH3:49])[CH3:53])[C:41]1[CH:46]=[CH:45][CH:44]=[CH:43][CH:42]=1. The catalyst class is: 2. (9) Reactant: [F:1][C:2]1[C:3]([CH3:17])=[C:4]([C@:8]2([C:14]([OH:16])=[O:15])[CH2:12][CH2:11][C:10](=O)[CH2:9]2)[CH:5]=[CH:6][CH:7]=1.[NH:18]1[CH2:22][CH2:21][CH2:20][CH2:19]1. Product: [F:1][C:2]1[C:3]([CH3:17])=[C:4]([C@:8]2([C:14]([OH:16])=[O:15])[CH2:12][CH2:11][CH:10]([N:18]3[CH2:22][CH2:21][CH2:20][CH2:19]3)[CH2:9]2)[CH:5]=[CH:6][CH:7]=1. The catalyst class is: 322. (10) Reactant: Br[CH2:2][C:3]([N:5]1[CH2:9][C@@H:8]2[CH2:10][N:11]([C:13]([O:15][C:16]([CH3:19])([CH3:18])[CH3:17])=[O:14])[CH2:12][C@@H:7]2[CH2:6]1)=[O:4].[Cl:20][C:21]1[CH:26]=[CH:25][C:24]([OH:27])=[C:23]([CH3:28])[CH:22]=1.C(=O)([O-])[O-].[Cs+].[Cs+]. Product: [Cl:20][C:21]1[CH:26]=[CH:25][C:24]([O:27][CH2:2][C:3]([N:5]2[CH2:9][C@@H:8]3[CH2:10][N:11]([C:13]([O:15][C:16]([CH3:19])([CH3:18])[CH3:17])=[O:14])[CH2:12][C@@H:7]3[CH2:6]2)=[O:4])=[C:23]([CH3:28])[CH:22]=1. The catalyst class is: 9.